This data is from Full USPTO retrosynthesis dataset with 1.9M reactions from patents (1976-2016). The task is: Predict the reactants needed to synthesize the given product. (1) Given the product [CH2:8]([O:10][C:11](=[O:22])[C:12](=[CH:18][NH:1][C:2]1[CH:7]=[CH:6][CH:5]=[CH:4][CH:3]=1)[C:13]([O:15][CH2:16][CH3:17])=[O:14])[CH3:9], predict the reactants needed to synthesize it. The reactants are: [NH2:1][C:2]1[CH:7]=[CH:6][CH:5]=[CH:4][CH:3]=1.[CH2:8]([O:10][C:11](=[O:22])[C:12](=[CH:18]OCC)[C:13]([O:15][CH2:16][CH3:17])=[O:14])[CH3:9]. (2) Given the product [C:1]([O:5][C:6]([N:8]1[CH2:13][CH2:12][N:11]([C:14]2[CH:19]=[CH:18][C:17]([N:20]3[CH2:24][C@H:23]([CH2:25][O:26][C:30]4[CH:34]=[CH:33][O:32][N:31]=4)[O:22][C:21]3=[O:27])=[CH:16][C:15]=2[F:28])[CH2:10][CH2:9]1)=[O:7])([CH3:4])([CH3:2])[CH3:3], predict the reactants needed to synthesize it. The reactants are: [C:1]([O:5][C:6]([N:8]1[CH2:13][CH2:12][N:11]([C:14]2[CH:19]=[CH:18][C:17]([N:20]3[CH2:24][C@H:23]([CH2:25][OH:26])[O:22][C:21]3=[O:27])=[CH:16][C:15]=2[F:28])[CH2:10][CH2:9]1)=[O:7])([CH3:4])([CH3:3])[CH3:2].O[C:30]1[CH:34]=[CH:33][O:32][N:31]=1.C1(P(C2C=CC=CC=2)C2C=CC=CC=2)C=CC=CC=1.CC(OC(/N=N/C(OC(C)C)=O)=O)C. (3) Given the product [NH2:1][C:2]1[C:7]([F:8])=[C:6]([C:9]([CH3:11])([CH3:10])[CH3:12])[N:5]=[C:4]([CH:13]=[O:14])[C:3]=1[Cl:15], predict the reactants needed to synthesize it. The reactants are: [NH2:1][C:2]1[C:7]([F:8])=[C:6]([C:9]([CH3:12])([CH3:11])[CH3:10])[N:5]=[C:4]([CH:13]=[O:14])[CH:3]=1.[Cl:15]N1C(C)(C)C(=O)N(Cl)C1=O.